This data is from Full USPTO retrosynthesis dataset with 1.9M reactions from patents (1976-2016). The task is: Predict the reactants needed to synthesize the given product. (1) Given the product [CH3:1][CH2:2][O:3][C:4]([C@@H:6]([NH:15][C@H:16]([C:18]([N:20]1[C@H:29]([C:30]([OH:32])=[O:31])[CH2:28][C:27]2[CH:26]=[CH:25][CH:24]=[CH:23][C:22]=2[CH2:21]1)=[O:19])[CH3:17])[CH2:7][CH2:8][C:9]1[CH:14]=[CH:13][CH:12]=[CH:11][CH:10]=1)=[O:5].[Mg:35].[Cl-:33].[Mg+2:35].[Cl-:33], predict the reactants needed to synthesize it. The reactants are: [CH3:1][CH2:2][O:3][C:4]([C@@H:6]([NH:15][C@H:16]([C:18]([N:20]1[C@H:29]([C:30]([OH:32])=[O:31])[CH2:28][C:27]2[CH:26]=[CH:25][CH:24]=[CH:23][C:22]=2[CH2:21]1)=[O:19])[CH3:17])[CH2:7][CH2:8][C:9]1[CH:10]=[CH:11][CH:12]=[CH:13][CH:14]=1)=[O:5].[ClH:33].[OH-].[Mg+2:35].[OH-]. (2) Given the product [Cl:13][C:14]1[CH:19]=[C:18]([S:20]([C:23]2[CH:28]=[CH:27][C:26]([C:29]([NH:42][C:43]3[CH:48]=[CH:47][CH:46]=[CH:45][CH:44]=3)=[O:30])=[CH:25][CH:24]=2)(=[O:21])=[O:22])[CH:17]=[CH:16][C:15]=1[NH:32][C:33](=[O:41])[C@:34]([OH:40])([CH3:39])[C:35]([F:38])([F:37])[F:36], predict the reactants needed to synthesize it. The reactants are: Cl.CN(C)CCCN=C=NCC.[Cl:13][C:14]1[CH:19]=[C:18]([S:20]([C:23]2[CH:28]=[CH:27][C:26]([C:29](O)=[O:30])=[CH:25][CH:24]=2)(=[O:22])=[O:21])[CH:17]=[CH:16][C:15]=1[NH:32][C:33](=[O:41])[C@:34]([OH:40])([CH3:39])[C:35]([F:38])([F:37])[F:36].[NH2:42][C:43]1[CH:48]=[CH:47][CH:46]=[CH:45][CH:44]=1. (3) Given the product [Br:1][C:2]1[CH:3]=[C:4]([C@H:16]([N:18]([CH:34]2[CH2:36][CH2:35]2)[C:19]([C@@H:21]2[O:26][CH2:25][CH2:24][NH:23][CH2:22]2)=[O:20])[CH3:17])[CH:5]=[C:6]([O:10][CH2:11][CH2:12][CH2:13][O:14][CH3:15])[C:7]=1[O:8][CH3:9].[Br:1][C:2]1[CH:3]=[C:4]([C@@H:16]([N:18]([CH:34]2[CH2:36][CH2:35]2)[C:19]([C@@H:21]2[O:26][CH2:25][CH2:24][NH:23][CH2:22]2)=[O:20])[CH3:17])[CH:5]=[C:6]([O:10][CH2:11][CH2:12][CH2:13][O:14][CH3:15])[C:7]=1[O:8][CH3:9], predict the reactants needed to synthesize it. The reactants are: [Br:1][C:2]1[CH:3]=[C:4]([CH:16]([N:18]([CH:34]2[CH2:36][CH2:35]2)[C:19]([C@@H:21]2[O:26][CH2:25][CH2:24][N:23](C(OC(C)(C)C)=O)[CH2:22]2)=[O:20])[CH3:17])[CH:5]=[C:6]([O:10][CH2:11][CH2:12][CH2:13][O:14][CH3:15])[C:7]=1[O:8][CH3:9].FC(F)(F)C(O)=O. (4) Given the product [CH3:18][C:19]([CH3:22])([CH3:21])[CH2:20][N:3]1[C:4]2[C:9](=[C:8]([C:11]([F:12])([F:14])[F:13])[C:7]([C:15]#[N:16])=[CH:6][CH:5]=2)[CH:10]=[C:2]1[CH3:1], predict the reactants needed to synthesize it. The reactants are: [CH3:1][C:2]1[NH:3][C:4]2[C:9]([CH:10]=1)=[C:8]([C:11]([F:14])([F:13])[F:12])[C:7]([C:15]#[N:16])=[CH:6][CH:5]=2.Br[CH2:18][C:19]([CH3:22])([CH3:21])[CH3:20]. (5) Given the product [NH:35]1[C:24]2=[N:23][CH:22]=[C:42]([C:2]3[N:7]=[C:6]4[N:8]([CH2:13][CH2:14][CH:15]5[CH2:20][CH2:19][O:18][CH2:17][CH2:16]5)[C:9](=[O:12])[CH2:10][NH:11][C:5]4=[N:4][CH:3]=3)[CH:43]=[C:38]2[CH:37]=[CH:36]1, predict the reactants needed to synthesize it. The reactants are: Br[C:2]1[N:7]=[C:6]2[N:8]([CH2:13][CH2:14][CH:15]3[CH2:20][CH2:19][O:18][CH2:17][CH2:16]3)[C:9](=[O:12])[CH2:10][NH:11][C:5]2=[N:4][CH:3]=1.Br[C:22]1[N:23]=[C:24]([NH:35][CH2:36][CH2:37][CH:38]2[CH2:43][CH2:42]OCC2)C(NCC(OCC)=O)=NC=1.Cl. (6) The reactants are: [C:1]([OH:16])(=O)/[CH:2]=[CH:3]/[CH2:4][CH2:5][CH2:6][CH2:7][CH2:8][CH2:9][CH2:10][CH2:11][CH2:12][CH2:13][CH3:14].C(Cl)(=O)C([Cl:20])=O. Given the product [C:1]([Cl:20])(=[O:16])/[CH:2]=[CH:3]/[CH2:4][CH2:5][CH2:6][CH2:7][CH2:8][CH2:9][CH2:10][CH2:11][CH2:12][CH2:13][CH3:14], predict the reactants needed to synthesize it. (7) Given the product [Cl:1][C:2]1[CH:21]=[C:6]([O:7][CH:8]2[CH2:13][CH2:12][NH:11][CH2:10][CH2:9]2)[C:5]([CH3:22])=[C:4]([CH:3]=1)[C:23]([NH:24][CH2:25][C:26]1[C:31](=[O:32])[CH:30]=[C:29]([CH3:33])[NH:28][C:27]=1[CH3:34])=[O:35], predict the reactants needed to synthesize it. The reactants are: [Cl:1][C:2]1[CH:3]=[C:4]([C:23](=[O:35])[NH:24][CH2:25][C:26]2[C:31](=[O:32])[CH:30]=[C:29]([CH3:33])[NH:28][C:27]=2[CH3:34])[C:5]([CH3:22])=[C:6]([CH:21]=1)[O:7][CH:8]1[CH2:13][CH2:12][N:11](C(OC(C)(C)C)=O)[CH2:10][CH2:9]1.Cl.O1CCOCC1. (8) Given the product [CH2:5]([O:7][CH:8]([O:16][CH2:17][CH3:18])[CH3:9])[CH3:6].[CH3:5][O:7][CH:8]=[C:9]([CH3:15])[CH:10]=[CH2:11], predict the reactants needed to synthesize it. The reactants are: [Cl-].[Al+3].[Cl-].[Cl-].[CH2:5]([O:7][CH:8]([O:16][CH2:17][CH3:18])[CH:9]([CH3:15])[CH:10](OCC)[CH3:11])[CH3:6].C1C2C(=CC=CC=2)C=CN=1.C1(C)C=CC(S(O)(=O)=O)=CC=1.